From a dataset of Reaction yield outcomes from USPTO patents with 853,638 reactions. Predict the reaction yield, written as a fraction of the theoretical maximum amount of product (1.0 means a 100% yield; for example, 0.34 means a 34% yield). (1) The reactants are [ClH:1].O1CCOCC1.[Cl:8][C:9]1[N:14]=[C:13]([C:15]([N:17]2[CH2:22][CH2:21][N:20](C(OC(C)(C)C)=O)[CH2:19][CH:18]2[CH2:30][O:31][C:32]2[CH:33]=[N:34][CH:35]=[CH:36][CH:37]=2)=[O:16])[CH:12]=[CH:11][CH:10]=1. No catalyst specified. The product is [ClH:8].[ClH:1].[Cl:8][C:9]1[N:14]=[C:13]([C:15]([N:17]2[CH2:22][CH2:21][NH:20][CH2:19][CH:18]2[CH2:30][O:31][C:32]2[CH:33]=[N:34][CH:35]=[CH:36][CH:37]=2)=[O:16])[CH:12]=[CH:11][CH:10]=1. The yield is 0.910. (2) The reactants are C([O:3][C:4](=[O:18])[CH:5]([P:7]([O:15]CC)([C:9]1[CH:14]=[CH:13][CH:12]=[CH:11][CH:10]=1)=[O:8])[OH:6])C. The catalyst is Cl. The product is [OH:6][CH:5]([P:7]([OH:15])([C:9]1[CH:10]=[CH:11][CH:12]=[CH:13][CH:14]=1)=[O:8])[C:4]([OH:18])=[O:3]. The yield is 0.900.